Dataset: Reaction yield outcomes from USPTO patents with 853,638 reactions. Task: Predict the reaction yield, written as a fraction of the theoretical maximum amount of product (1.0 means a 100% yield; for example, 0.34 means a 34% yield). (1) The reactants are [CH3:1][C:2]1[NH:3][CH:4]=[C:5]([C:7]([OH:9])=O)[N:6]=1.CN(C(ON1N=NC2C=CC=CC1=2)=[N+](C)C)C.F[P-](F)(F)(F)(F)F.CCN=C=NCCCN(C)C.CCN(C(C)C)C(C)C.[NH2:54][C@@H:55]([CH3:71])[CH2:56][N:57]1[CH:61]=[CH:60][C:59]([C:62]2[CH:69]=[CH:68][C:65]([C:66]#[N:67])=[C:64]([Cl:70])[CH:63]=2)=[N:58]1. The catalyst is O.C(Cl)Cl.CN(C=O)C. The product is [Cl:70][C:64]1[CH:63]=[C:62]([C:59]2[CH:60]=[CH:61][N:57]([CH2:56][C@@H:55]([NH:54][C:7]([C:5]3[N:6]=[C:2]([CH3:1])[NH:3][CH:4]=3)=[O:9])[CH3:71])[N:58]=2)[CH:69]=[CH:68][C:65]=1[C:66]#[N:67]. The yield is 0.750. (2) The reactants are ClC1C=C[C:9]2[C:8]([CH:12]=[O:13])=[C:7]([OH:14])[CH:6]=[CH:5][C:4]=2N=1.C1N2CN3[CH2:24][N:18](C2)CN1C3.CC(O)=[O:27]. No catalyst specified. The product is [OH:14][C:7]1[C:8]([CH:12]=[O:13])=[C:9]2[N:18]=[CH:24][O:27][C:4]2=[CH:5][CH:6]=1. The yield is 0.250. (3) The reactants are [CH3:1][P:2](=[O:7])([O:5][CH3:6])[O:3][CH3:4].[Li]CCCC.[C:13]([O:17][C:18]([NH:20][C@@H:21]([CH2:26][CH:27]=[CH2:28])[C:22](OC)=[O:23])=[O:19])([CH3:16])([CH3:15])[CH3:14].O. The catalyst is C1COCC1.CCOC(C)=O. The product is [CH3:4][O:3][P:2]([CH2:1][C:22](=[O:23])[C@@H:21]([NH:20][C:18](=[O:19])[O:17][C:13]([CH3:15])([CH3:14])[CH3:16])[CH2:26][CH:27]=[CH2:28])([O:5][CH3:6])=[O:7]. The yield is 0.890. (4) The reactants are [CH3:1][O:2][C:3]([N:5]1[CH2:10][CH2:9][CH:8]([C:11]([OH:13])=O)[CH2:7][CH:6]1[C:14]1[CH:15]=[N:16][C:17]([C:20]([F:23])([F:22])[F:21])=[CH:18][CH:19]=1)=[O:4].N1(C(N2C=CN=C2)=O)C=CN=C1.[CH2:36]([O:38][C:39](=[O:44])[CH2:40][C:41]([O-:43])=O)[CH3:37].[K+].[Cl-].[Mg+2].[Cl-].Cl. The catalyst is CN1C2C(N=C(N)NC=2NCC1CNC1C=CC(C(NC(C(O)=O)CCC(O)=O)=O)=CC=1)=O.CCCCCCC.CCOC(C)=O.O.CC(OC)(C)C. The product is [CH2:36]([O:38][C:39](=[O:44])[CH2:40][C:11]([C@@H:8]1[CH2:9][CH2:10][N:5]([C:3]([O:2][CH3:1])=[O:4])[C@@H:6]([C:14]2[CH:15]=[N:16][C:17]([C:20]([F:22])([F:23])[F:21])=[CH:18][CH:19]=2)[CH2:7]1)=[O:13])[CH3:37].[CH2:36]([O:38][C:39](=[O:44])[CH2:40][C:41]([C@H:8]1[CH2:9][CH2:10][N:5]([C:3]([O:2][CH3:1])=[O:4])[C@@H:6]([C:14]2[CH:15]=[N:16][C:17]([C:20]([F:22])([F:23])[F:21])=[CH:18][CH:19]=2)[CH2:7]1)=[O:43])[CH3:37]. The yield is 0.0500. (5) The reactants are [Br:1][C:2]1[N:7]=[C:6]([C:8](O)=[O:9])[CH:5]=[C:4]([N+:11]([O-])=O)[CH:3]=1.B.C1COCC1.C(O)(=O)C. The catalyst is C1COCC1.[Fe]. The product is [NH2:11][C:4]1[CH:3]=[C:2]([Br:1])[N:7]=[C:6]([CH2:8][OH:9])[CH:5]=1. The yield is 0.340. (6) The reactants are C([O:5][C:6](=[O:27])/[CH:7]=[CH:8]/[C:9]1[CH:26]=[N:25][C:12]2[NH:13][C:14](=[O:24])[CH2:15][N:16]([CH2:18][C:19]([O:21][CH2:22][CH3:23])=[O:20])[CH2:17][C:11]=2[CH:10]=1)(C)(C)C.C(O)(C(F)(F)F)=O.C(Cl)[Cl:36]. No catalyst specified. The product is [ClH:36].[CH2:22]([O:21][C:19]([CH2:18][N:16]1[CH2:17][C:11]2[CH:10]=[C:9](/[CH:8]=[CH:7]/[C:6]([OH:27])=[O:5])[CH:26]=[N:25][C:12]=2[NH:13][C:14](=[O:24])[CH2:15]1)=[O:20])[CH3:23]. The yield is 0.880. (7) The reactants are O1CCCC1.[CH2:6]([O:8][CH:9]([O:12][CH2:13][CH3:14])[CH2:10][OH:11])[CH3:7].CN(C)C(=O)C.[Cl:21][C:22]1[N:27]=[CH:26][C:25]([F:28])=[CH:24][N:23]=1. The catalyst is O. The product is [CH2:6]([O:8][CH:9]([O:12][CH2:13][CH3:14])[CH2:10][O:11][C:22]1[N:27]=[CH:26][C:25]([F:28])=[CH:24][N:23]=1)[CH3:7].[Cl:21][C:22]1[N:27]=[CH:26][C:25]([O:11][CH2:10][CH:9]([O:12][CH2:13][CH3:14])[O:8][CH2:6][CH3:7])=[CH:24][N:23]=1. The yield is 0.670. (8) The reactants are [Cl:1][C:2]1[CH:3]=[C:4](B(O)O)[CH:5]=[CH:6][C:7]=1[F:8].[NH2:12][C:13]1[N:14]=[C:15]([N:24]2[CH2:29][CH2:28][N:27]([C:30](=[O:40])[CH2:31][O:32][C:33]3[CH:38]=[CH:37][C:36]([Cl:39])=[CH:35][CH:34]=3)[CH2:26][CH2:25]2)[C:16]2[N:22]=[C:21](Cl)[CH:20]=[CH:19][C:17]=2[N:18]=1. No catalyst specified. The product is [NH2:12][C:13]1[N:14]=[C:15]([N:24]2[CH2:25][CH2:26][N:27]([C:30](=[O:40])[CH2:31][O:32][C:33]3[CH:38]=[CH:37][C:36]([Cl:39])=[CH:35][CH:34]=3)[CH2:28][CH2:29]2)[C:16]2[N:22]=[C:21]([C:4]3[CH:5]=[CH:6][C:7]([F:8])=[C:2]([Cl:1])[CH:3]=3)[CH:20]=[CH:19][C:17]=2[N:18]=1. The yield is 0.560. (9) The reactants are [NH2:1][CH2:2][C:3]1[C:11]2[S:10](=[O:13])(=[O:12])[N:9]=[C:8]([C:14]3[C:15](=[O:30])[N:16]([NH:25][CH2:26][CH:27]4[CH2:29][CH2:28]4)[C:17]4[C:22]([C:23]=3[OH:24])=[CH:21][CH:20]=[CH:19][CH:18]=4)[NH:7][C:6]=2[S:5][CH:4]=1.C(N(CC)CC)C.[C:38]1([S:44](Cl)(=[O:46])=[O:45])[CH:43]=[CH:42][CH:41]=[CH:40][CH:39]=1. The catalyst is CN(C)C=O. The product is [CH:27]1([CH2:26][NH:25][N:16]2[C:17]3[C:22](=[CH:21][CH:20]=[CH:19][CH:18]=3)[C:23]([OH:24])=[C:14]([C:8]3[NH:7][C:6]4[S:5][CH:4]=[C:3]([CH2:2][NH:1][S:44]([C:38]5[CH:43]=[CH:42][CH:41]=[CH:40][CH:39]=5)(=[O:46])=[O:45])[C:11]=4[S:10](=[O:12])(=[O:13])[N:9]=3)[C:15]2=[O:30])[CH2:28][CH2:29]1. The yield is 0.480. (10) The reactants are OC1C=CC(C(C2C=CC=CC=2)=O)=CC=1.BrCCCCl.C(=O)([O-])[O-].[K+].[K+].Cl[CH2:28][CH2:29][CH2:30][O:31][C:32]1[CH:45]=[CH:44][C:35]([C:36]([C:38]2[CH:43]=[CH:42][CH:41]=[CH:40][CH:39]=2)=[O:37])=[CH:34][CH:33]=1.C(C1C=CC(OCCCOC2C=CC(C(=O)C3C=CC=CC=3)=CC=2)=CC=1)(=O)C1C=CC=CC=1.[NH:79]([CH2:83][CH2:84][OH:85])[CH2:80][CH2:81][OH:82].[I-].[Na+]. The catalyst is CC(C)CC(=O)C. The product is [OH:82][CH2:81][CH2:80][N:79]([CH2:83][CH2:84][OH:85])[CH2:28][CH2:29][CH2:30][O:31][C:32]1[CH:45]=[CH:44][C:35]([C:36]([C:38]2[CH:43]=[CH:42][CH:41]=[CH:40][CH:39]=2)=[O:37])=[CH:34][CH:33]=1. The yield is 0.890.